From a dataset of Forward reaction prediction with 1.9M reactions from USPTO patents (1976-2016). Predict the product of the given reaction. (1) Given the reactants [F:1][C:2]1[CH:7]=[CH:6][C:5](B(O)O)=[CH:4][C:3]=1[C:11]1[CH:16]=[CH:15][C:14]([F:17])=[CH:13][N:12]=1.Br[C:19]1[N:23]2[CH:24]=[CH:25][C:26]([C:28]([F:31])([F:30])[F:29])=[N:27][C:22]2=[N:21][CH:20]=1, predict the reaction product. The product is: [F:1][C:2]1[CH:7]=[CH:6][C:5]([C:19]2[N:23]3[CH:24]=[CH:25][C:26]([C:28]([F:29])([F:30])[F:31])=[N:27][C:22]3=[N:21][CH:20]=2)=[CH:4][C:3]=1[C:11]1[CH:16]=[CH:15][C:14]([F:17])=[CH:13][N:12]=1. (2) Given the reactants [Cl:1][CH2:2][C:3](=O)[CH2:4]C(OCC)=O.[C:11]([OH:14])(=[O:13])[CH3:12].[CH3:15][NH2:16].[C:17]1([CH3:23])C=CC=CC=1, predict the reaction product. The product is: [Cl:1][CH2:2][C:3]([NH:16][CH3:15])=[CH:4][CH2:12][C:11]([O:14][CH2:17][CH3:23])=[O:13]. (3) The product is: [CH3:23][O:25][C:8]1[O:9][C:10]2[C:5]([C:6](=[O:17])[CH:7]=1)=[CH:4][CH:3]=[C:2]([OH:1])[CH:11]=2. Given the reactants [OH:1][C:2]1[CH:11]=[C:10]2[C:5]([C:6](=[O:17])[CH:7]=[C:8](C(OCC)=O)[O:9]2)=[CH:4][CH:3]=1.[Cl-].[Ca+2].[Cl-].[BH4-].[Na+].[CH2:23]([OH:25])C, predict the reaction product. (4) Given the reactants [Br:1][C:2]1[CH:7]=[CH:6][C:5]([NH:8][C:9]([NH:11][NH:12][C:13](=O)[CH2:14][C@@H:15]2[CH2:19][CH2:18][N:17]([C:20]([CH:22]3[CH2:24][CH2:23]3)=[O:21])[CH2:16]2)=[O:10])=[CH:4][C:3]=1[O:26][CH3:27].C(=O)([O-])[O-].[K+].[K+], predict the reaction product. The product is: [Br:1][C:2]1[CH:7]=[CH:6][C:5]([N:8]2[C:13]([CH2:14][C@@H:15]3[CH2:19][CH2:18][N:17]([C:20]([CH:22]4[CH2:24][CH2:23]4)=[O:21])[CH2:16]3)=[N:12][NH:11][C:9]2=[O:10])=[CH:4][C:3]=1[O:26][CH3:27]. (5) Given the reactants C(O[C:6]([N:8]1[CH2:12][C:11](=[N:13][O:14][CH3:15])[CH2:10][C@H:9]1[C:16]([OH:18])=O)=[O:7])(C)(C)C.[CH3:19][C:20]1[CH:25]=[CH:24][CH:23]=[CH:22][C:21]=1[C:26]1[CH:31]=[CH:30][C:29](C(O)=O)=[C:28]([CH3:35])[CH:27]=1.[NH2:36][CH2:37][CH:38]([OH:49])[CH2:39][O:40][C:41]1[CH:46]=[CH:45][C:44]([O:47][CH3:48])=[CH:43][CH:42]=1, predict the reaction product. The product is: [CH3:19][C:20]1[CH:25]=[CH:24][CH:23]=[CH:22][C:21]=1[C:26]1[CH:31]=[CH:30][C:29]([C:6]([N:8]2[CH2:12][C:11](=[N:13][O:14][CH3:15])[CH2:10][C@H:9]2[C:16]([NH:36][CH2:37][CH:38]([OH:49])[CH2:39][O:40][C:41]2[CH:46]=[CH:45][C:44]([O:47][CH3:48])=[CH:43][CH:42]=2)=[O:18])=[O:7])=[C:28]([CH3:35])[CH:27]=1.